This data is from Catalyst prediction with 721,799 reactions and 888 catalyst types from USPTO. The task is: Predict which catalyst facilitates the given reaction. (1) The catalyst class is: 12. Reactant: [Br:1][C:2]1[CH:7]=[CH:6][C:5](Br)=[CH:4][N:3]=1.O.[NH2:10][NH2:11].CCCCCC. Product: [Br:1][C:2]1[CH:7]=[CH:6][CH:5]=[C:4]([NH:10][NH2:11])[N:3]=1. (2) Reactant: [C:1]([C:5]1[CH:6]=[C:7]([CH:11]=[CH:12][N:13]=1)[C:8]([OH:10])=O)([CH3:4])([CH3:3])[CH3:2].CN(C(ON1N=NC2C=CC=NC1=2)=[N+](C)C)C.F[P-](F)(F)(F)(F)F.C(N(C(C)C)C(C)C)C.[O:47]1[CH2:52][CH2:51][O:50][CH2:49][CH:48]1[C:53]1[C:61]2[S:60][C:59]([NH2:62])=[N:58][C:57]=2[C:56]([O:63][CH3:64])=[CH:55][CH:54]=1. Product: [C:1]([C:5]1[CH:6]=[C:7]([CH:11]=[CH:12][N:13]=1)[C:8]([NH:62][C:59]1[S:60][C:61]2[C:53]([CH:48]3[CH2:49][O:50][CH2:51][CH2:52][O:47]3)=[CH:54][CH:55]=[C:56]([O:63][CH3:64])[C:57]=2[N:58]=1)=[O:10])([CH3:2])([CH3:3])[CH3:4]. The catalyst class is: 1. (3) Reactant: [CH2:1]([O:3][C:4]([C:6]1([C:9]2[CH:14]=[CH:13][C:12]([C:15]3[CH:20]=[CH:19][C:18]([C:21]4[O:25][N:24]=[C:23]([CH3:26])[C:22]=4[NH2:27])=[CH:17][CH:16]=3)=[CH:11][CH:10]=2)[CH2:8][CH2:7]1)=[O:5])[CH3:2].C(N(CC)CC)C.[C:35](Cl)(=[O:40])[CH2:36][CH:37]([CH3:39])[CH3:38]. Product: [CH2:1]([O:3][C:4]([C:6]1([C:9]2[CH:10]=[CH:11][C:12]([C:15]3[CH:20]=[CH:19][C:18]([C:21]4[O:25][N:24]=[C:23]([CH3:26])[C:22]=4[NH:27][C:35](=[O:40])[CH2:36][CH:37]([CH3:39])[CH3:38])=[CH:17][CH:16]=3)=[CH:13][CH:14]=2)[CH2:8][CH2:7]1)=[O:5])[CH3:2]. The catalyst class is: 2.